The task is: Predict the product of the given reaction.. This data is from Forward reaction prediction with 1.9M reactions from USPTO patents (1976-2016). (1) Given the reactants [Cl:1][C:2]1[C:3]([F:18])=[C:4](I)[C:5]([O:14][CH2:15][CH3:16])=[C:6]([C:8]2([CH3:13])[O:12][CH2:11][CH2:10][O:9]2)[CH:7]=1.CC1(C)C(C)(C)OB(/[CH:27]=[CH:28]/[C:29]([O:31][CH2:32][CH3:33])=[O:30])O1.C(=O)([O-])[O-].[K+].[K+].ClCCl, predict the reaction product. The product is: [Cl:1][C:2]1[C:3]([F:18])=[C:4](/[CH:27]=[CH:28]/[C:29]([O:31][CH2:32][CH3:33])=[O:30])[C:5]([O:14][CH2:15][CH3:16])=[C:6]([C:8]2([CH3:13])[O:12][CH2:11][CH2:10][O:9]2)[CH:7]=1. (2) Given the reactants [Cl:1][C:2]1[CH:25]=[CH:24][C:5]([O:6][CH2:7][CH2:8][CH2:9][C:10]2[C:18]3[C:13](=[CH:14][CH:15]=[CH:16][CH:17]=3)[NH:12][C:11]=2[C:19]([O:21][CH2:22][CH3:23])=[O:20])=[CH:4][C:3]=1[CH3:26].[CH2:27](Br)[C:28]1[CH:33]=[CH:32][CH:31]=[CH:30][CH:29]=1, predict the reaction product. The product is: [CH2:27]([N:12]1[C:13]2[C:18](=[CH:17][CH:16]=[CH:15][CH:14]=2)[C:10]([CH2:9][CH2:8][CH2:7][O:6][C:5]2[CH:24]=[CH:25][C:2]([Cl:1])=[C:3]([CH3:26])[CH:4]=2)=[C:11]1[C:19]([O:21][CH2:22][CH3:23])=[O:20])[C:28]1[CH:33]=[CH:32][CH:31]=[CH:30][CH:29]=1.